This data is from NCI-60 drug combinations with 297,098 pairs across 59 cell lines. The task is: Regression. Given two drug SMILES strings and cell line genomic features, predict the synergy score measuring deviation from expected non-interaction effect. Drug 1: C1CCC(C1)C(CC#N)N2C=C(C=N2)C3=C4C=CNC4=NC=N3. Drug 2: C1CCC(CC1)NC(=O)N(CCCl)N=O. Cell line: OVCAR-5. Synergy scores: CSS=11.6, Synergy_ZIP=-0.713, Synergy_Bliss=1.78, Synergy_Loewe=-3.11, Synergy_HSA=-2.68.